From a dataset of Full USPTO retrosynthesis dataset with 1.9M reactions from patents (1976-2016). Predict the reactants needed to synthesize the given product. (1) Given the product [CH:21]1([NH:26][C:2]2[N:7]=[C:6]([C:8](=[C:11]3[NH:15][C:14]4[CH:16]=[CH:17][CH:18]=[CH:19][C:13]=4[NH:12]3)[C:9]#[N:10])[C:5]([CH3:20])=[CH:4][N:3]=2)[CH2:25][CH2:24][CH2:23][CH2:22]1, predict the reactants needed to synthesize it. The reactants are: Cl[C:2]1[N:7]=[C:6]([CH:8]([CH:11]2[NH:15][C:14]3[CH:16]=[CH:17][CH:18]=[CH:19][C:13]=3[NH:12]2)[C:9]#[N:10])[C:5]([CH3:20])=[CH:4][N:3]=1.[CH:21]1([NH2:26])[CH2:25][CH2:24][CH2:23][CH2:22]1. (2) Given the product [CH3:1][CH:2]([CH2:17][CH2:18][CH:19]=[C:20]([CH3:21])[CH3:22])[CH2:3][CH2:4][O:5][C:6](=[O:16])[CH:7]=[CH:8][C:9]1[CH:14]=[CH:13][CH:12]=[CH:11][C:10]=1[O:15][C:30]([O:32][CH2:33][CH2:34][CH:35]=[CH:36][CH2:37][CH3:38])=[O:31], predict the reactants needed to synthesize it. The reactants are: [CH3:1][CH:2]([CH2:17][CH2:18][CH:19]=[C:20]([CH3:22])[CH3:21])[CH2:3][CH2:4][O:5][C:6](=[O:16])[CH:7]=[CH:8][C:9]1[CH:14]=[CH:13][CH:12]=[CH:11][C:10]=1[OH:15].N1C=CC=CC=1.Cl[C:30]([O:32][CH2:33][CH2:34]/[CH:35]=[CH:36]\[CH2:37][CH3:38])=[O:31]. (3) Given the product [CH3:15][O:14][C:12]([C:8]1[CH:9]=[C:10]2[C:5](=[CH:6][CH:7]=1)[NH:4][CH:3]([C:16]1[CH:21]=[CH:20][CH:19]=[C:18]([S:22](=[O:31])(=[O:30])[NH:23][C:24]3[CH:25]=[CH:26][CH:27]=[CH:28][CH:29]=3)[CH:17]=1)[C:2]([CH3:32])([CH3:1])[CH2:11]2)=[O:13], predict the reactants needed to synthesize it. The reactants are: [CH3:1][C:2]1([CH3:32])[CH2:11][C:10]2[C:5](=[CH:6][CH:7]=[C:8]([C:12]([O:14][CH3:15])=[O:13])[CH:9]=2)[N:4]=[C:3]1[C:16]1[CH:21]=[CH:20][CH:19]=[C:18]([S:22](=[O:31])(=[O:30])[NH:23][C:24]2[CH:29]=[CH:28][CH:27]=[CH:26][CH:25]=2)[CH:17]=1. (4) Given the product [C:24]([C:11]1[C:12](=[O:23])[N:13]([CH2:14][C:15]2[C:16]([CH3:22])=[N:17][C:18]([CH3:21])=[CH:19][CH:20]=2)[C:8]([C:5]2[CH:6]=[CH:7][C:2]([O:44][C:40]3[CH:41]=[C:42]4[C:37](=[CH:38][CH:39]=3)[NH:36][C:35]([C:33]([O:32][CH2:30][CH3:31])=[O:34])=[CH:43]4)=[CH:3][CH:4]=2)=[CH:9][C:10]=1[C:26]([F:29])([F:28])[F:27])#[N:25], predict the reactants needed to synthesize it. The reactants are: Br[C:2]1[CH:7]=[CH:6][C:5]([C:8]2[N:13]([CH2:14][C:15]3[C:16]([CH3:22])=[N:17][C:18]([CH3:21])=[CH:19][CH:20]=3)[C:12](=[O:23])[C:11]([C:24]#[N:25])=[C:10]([C:26]([F:29])([F:28])[F:27])[CH:9]=2)=[CH:4][CH:3]=1.[CH2:30]([O:32][C:33]([C:35]1[NH:36][C:37]2[C:42]([CH:43]=1)=[CH:41][C:40]([OH:44])=[CH:39][CH:38]=2)=[O:34])[CH3:31].C(P(C(C)(C)C)C1C=CC2C(=CC=CC=2)C=1C1C2C(=CC=CC=2)C=CC=1)(C)(C)C.[O-]P([O-])([O-])=O.[K+].[K+].[K+].